This data is from Catalyst prediction with 721,799 reactions and 888 catalyst types from USPTO. The task is: Predict which catalyst facilitates the given reaction. (1) Reactant: Br[C:2]1[C:3]([CH3:20])=[N:4][N:5]([CH2:14][C:15]2[CH:19]=[CH:18][O:17][CH:16]=2)[C:6]=1[C:7]1[CH:12]=[CH:11][C:10]([F:13])=[CH:9][CH:8]=1.CC1(C)C(C)(C)OB([C:29]2[CH:30]=[CH:31][C:32]3[O:37][CH2:36][C:35](=[O:38])[NH:34][C:33]=3[CH:39]=2)O1.C(=O)([O-])[O-].[Cs+].[Cs+].O. Product: [F:13][C:10]1[CH:11]=[CH:12][C:7]([C:6]2[N:5]([CH2:14][C:15]3[CH:19]=[CH:18][O:17][CH:16]=3)[N:4]=[C:3]([CH3:20])[C:2]=2[C:29]2[CH:30]=[CH:31][C:32]3[O:37][CH2:36][C:35](=[O:38])[NH:34][C:33]=3[CH:39]=2)=[CH:8][CH:9]=1. The catalyst class is: 7. (2) Reactant: N[C:2]1[CH:10]=[CH:9][C:5]([C:6]([OH:8])=[O:7])=[CH:4][C:3]=1[O:11][C:12]([F:15])([F:14])[F:13].[BrH:16].N([O-])=O.[Na+]. Product: [Br:16][C:2]1[CH:10]=[CH:9][C:5]([C:6]([OH:8])=[O:7])=[CH:4][C:3]=1[O:11][C:12]([F:15])([F:14])[F:13]. The catalyst class is: 144. (3) Reactant: [O:1]1[CH2:6][CH2:5][N:4]([C:7]2[N:12]=[CH:11][C:10]([NH:13][C:14]3[N:15]=[CH:16][C:17]4[S:22][CH:21]=[C:20]([C:23]5[CH:34]=[CH:33][C:26]([CH2:27]CS([O-])(=O)=O)=[CH:25][CH:24]=5)[C:18]=4[N:19]=3)=[CH:9][CH:8]=2)[CH2:3][CH2:2]1.C(=O)([O-])[O-].[K+].[K+].[CH2:41]([N:43]1[CH2:48][CH2:47][NH:46][CH2:45][CH2:44]1)[CH3:42]. Product: [CH2:41]([N:43]1[CH2:48][CH2:47][N:46]([CH2:27][C:26]2[CH:25]=[CH:24][C:23]([C:20]3[C:18]4[N:19]=[C:14]([NH:13][C:10]5[CH:11]=[N:12][C:7]([N:4]6[CH2:5][CH2:6][O:1][CH2:2][CH2:3]6)=[CH:8][CH:9]=5)[N:15]=[CH:16][C:17]=4[S:22][CH:21]=3)=[CH:34][CH:33]=2)[CH2:45][CH2:44]1)[CH3:42]. The catalyst class is: 42. (4) Reactant: [OH:1][C@@H:2]1[CH2:7][CH2:6][CH2:5][CH2:4][C@H:3]1[N:8]1[CH2:12][CH2:11][C@@H:10]([NH:13][C:14](=[O:20])[O:15][C:16]([CH3:19])([CH3:18])[CH3:17])[CH2:9]1.[H-].[Na+].[CH2:23](Br)[C:24]1[CH:29]=[CH:28][CH:27]=[CH:26][CH:25]=1.O. The catalyst class is: 31. Product: [CH2:23]([O:1][C@@H:2]1[CH2:7][CH2:6][CH2:5][CH2:4][C@H:3]1[N:8]1[CH2:12][CH2:11][C@@H:10]([NH:13][C:14](=[O:20])[O:15][C:16]([CH3:17])([CH3:19])[CH3:18])[CH2:9]1)[C:24]1[CH:29]=[CH:28][CH:27]=[CH:26][CH:25]=1. (5) Reactant: [NH2:1][C:2]1[C:3]([NH:14][CH2:15][CH2:16][CH2:17][Cl:18])=[C:4]([CH:9]=[CH:10][C:11]=1[O:12][CH3:13])[C:5]([O:7][CH3:8])=[O:6].[N:19]([C:22]1[C:23]([CH3:31])=[N:24][C:25]([O:29][CH3:30])=[N:26][C:27]=1[CH3:28])=[C:20]=S.Cl.C(N=C=NCCCN(C)C)C.C(N(CC)CC)C. Product: [Cl:18][CH2:17][CH2:16][CH2:15][N:14]1[C:3]2[C:4]([C:5]([O:7][CH3:8])=[O:6])=[CH:9][CH:10]=[C:11]([O:12][CH3:13])[C:2]=2[N:1]=[C:20]1[NH:19][C:22]1[C:27]([CH3:28])=[N:26][C:25]([O:29][CH3:30])=[N:24][C:23]=1[CH3:31]. The catalyst class is: 30. (6) Reactant: C(Cl)(=O)C(Cl)=O.[Cl:7][C:8]1[CH:16]=[CH:15][C:11]([C:12]([OH:14])=O)=[CH:10][C:9]=1[N+:17]([O-])=O.CN(C=O)C.[NH2:25][C:26]1[CH:31]=[CH:30][CH:29]=[CH:28][CH:27]=1. Product: [NH2:17][C:9]1[CH:10]=[C:11]([CH:15]=[CH:16][C:8]=1[Cl:7])[C:12]([NH:25][C:26]1[CH:31]=[CH:30][CH:29]=[CH:28][CH:27]=1)=[O:14]. The catalyst class is: 81. (7) Reactant: CC1(C)C(C)(C)OB([C:9]2[CH:10]=[N:11][NH:12][CH:13]=2)O1.Br[C:16]1[CH:24]=[C:23]2[C:19]([CH:20]=[N:21][NH:22]2)=[C:18]([NH:25][C:26]([C:28]2[N:29]=[C:30]([CH3:33])[S:31][CH:32]=2)=[O:27])[CH:17]=1.C(=O)([O-])[O-].[K+].[K+]. Product: [CH3:33][C:30]1[S:31][CH:32]=[C:28]([C:26]([NH:25][C:18]2[CH:17]=[C:16]([C:9]3[CH:13]=[N:12][NH:11][CH:10]=3)[CH:24]=[C:23]3[C:19]=2[CH:20]=[N:21][NH:22]3)=[O:27])[N:29]=1. The catalyst class is: 117.